This data is from Full USPTO retrosynthesis dataset with 1.9M reactions from patents (1976-2016). The task is: Predict the reactants needed to synthesize the given product. (1) The reactants are: [S:1]1[CH:5]=[CH:4][CH:3]=[C:2]1[CH2:6]C(O)=O.C([N:12]([CH2:15]C)CC)C.C1(P(N=[N+]=[N-])(C2C=CC=CC=2)=[O:24])C=CC=CC=1. Given the product [S:1]1[CH:5]=[CH:4][CH:3]=[C:2]1[CH2:6][N:12]=[C:15]=[O:24], predict the reactants needed to synthesize it. (2) Given the product [CH2:19]([O:21][CH:22]([CH3:25])[CH2:23][NH:24][C:15]([C:4]1[C:3]2[C:7](=[CH:8][CH:9]=[CH:10][C:2]=2[Cl:1])[N:6]([CH:11]2[CH2:12][O:13][CH2:14]2)[CH:5]=1)=[O:17])[CH3:20], predict the reactants needed to synthesize it. The reactants are: [Cl:1][C:2]1[CH:10]=[CH:9][CH:8]=[C:7]2[C:3]=1[C:4]([C:15]([OH:17])=O)=[CH:5][N:6]2[CH:11]1[CH2:14][O:13][CH2:12]1.Cl.[CH2:19]([O:21][CH:22]([CH3:25])[CH2:23][NH2:24])[CH3:20]. (3) Given the product [CH2:8]([O:11][C:12]1[CH:17]=[CH:16][NH:15][C:14](=[O:3])[C:13]=1[CH3:19])[CH2:9][CH3:10], predict the reactants needed to synthesize it. The reactants are: C(OC(=O)C)(=[O:3])C.[CH2:8]([O:11][C:12]1[CH:17]=[CH:16][N+:15]([O-])=[CH:14][C:13]=1[CH3:19])[CH2:9][CH3:10]. (4) Given the product [CH2:21]([C:17]1[CH:16]=[C:15]2[C:20](=[CH:19][CH:18]=1)[N:12]([S:9]([C:3]1[CH:8]=[CH:7][CH:6]=[CH:5][CH:4]=1)(=[O:11])=[O:10])[CH2:13][CH2:14]2)[CH3:22], predict the reactants needed to synthesize it. The reactants are: [BH4-].[Na+].[C:3]1([S:9]([N:12]2[C:20]3[C:15](=[CH:16][C:17]([C:21](=O)[CH3:22])=[CH:18][CH:19]=3)[CH2:14][CH2:13]2)(=[O:11])=[O:10])[CH:8]=[CH:7][CH:6]=[CH:5][CH:4]=1.O.[OH-].[Na+]. (5) Given the product [N:16]1[CH:17]=[CH:18][CH:19]=[CH:20][C:15]=1[N:12]1[CH2:11][CH2:10][CH:9]([C:5]2[CH:6]=[C:7]([NH2:8])[NH:3][N:2]=2)[CH2:14][CH2:13]1, predict the reactants needed to synthesize it. The reactants are: O.[NH2:2][NH2:3].O=[C:5]([CH:9]1[CH2:14][CH2:13][N:12]([C:15]2[CH:20]=[CH:19][CH:18]=[CH:17][N:16]=2)[CH2:11][CH2:10]1)[CH2:6][C:7]#[N:8]. (6) Given the product [C:1]([O:5][C:6]([N:8]1[C@@H:12]([CH2:13][CH2:14][C:15]2[CH:16]=[N:17][C:18]([Cl:21])=[CH:19][CH:20]=2)[CH2:11][O:10][C:9]1([CH3:23])[CH3:22])=[O:7])([CH3:4])([CH3:2])[CH3:3], predict the reactants needed to synthesize it. The reactants are: [C:1]([O:5][C:6]([N:8]1[C@@H:12](/[CH:13]=[CH:14]/[C:15]2[CH:16]=[N:17][C:18]([Cl:21])=[CH:19][CH:20]=2)[CH2:11][O:10][C:9]1([CH3:23])[CH3:22])=[O:7])([CH3:4])([CH3:3])[CH3:2]. (7) Given the product [Cl:11][C:10]1[C:5]([NH:18][CH2:17][C:16]([O:15][CH2:13][CH3:14])=[O:19])=[N:6][CH:7]=[CH:8][N:9]=1, predict the reactants needed to synthesize it. The reactants are: C(O)C.Cl[C:5]1[C:10]([Cl:11])=[N:9][CH:8]=[CH:7][N:6]=1.Cl.[CH2:13]([O:15][C:16](=[O:19])[CH2:17][NH2:18])[CH3:14]. (8) Given the product [Cl:30][C:31]1[CH:32]=[CH:33][C:34]([S:37]([N:40]([CH2:49][C:50]2[CH:59]=[CH:58][C:53]([C:54]([OH:56])=[O:55])=[C:52]([F:60])[CH:51]=2)[CH2:41][C:42]2[CH:47]=[CH:46][CH:45]=[CH:44][C:43]=2[F:48])(=[O:39])=[O:38])=[CH:35][CH:36]=1, predict the reactants needed to synthesize it. The reactants are: ClC1C=CC(S(N(CC2C=CC(C(O)=O)=CC=2)CC2C=CC(F)=CC=2)(=O)=O)=CC=1.[Cl:30][C:31]1[CH:36]=[CH:35][C:34]([S:37]([N:40]([CH2:49][C:50]2[CH:59]=[CH:58][C:53]([C:54]([O:56]C)=[O:55])=[C:52]([F:60])[CH:51]=2)[CH2:41][C:42]2[CH:47]=[CH:46][CH:45]=[CH:44][C:43]=2[F:48])(=[O:39])=[O:38])=[CH:33][CH:32]=1.